This data is from Full USPTO retrosynthesis dataset with 1.9M reactions from patents (1976-2016). The task is: Predict the reactants needed to synthesize the given product. (1) Given the product [CH2:1]([C@@:4]1([CH3:33])[CH2:9][C@H:8]([C:10]2[CH:15]=[CH:14][CH:13]=[C:12]([Cl:16])[CH:11]=2)[C@@H:7]([C:17]2[CH:22]=[CH:21][C:20]([Cl:23])=[CH:19][CH:18]=2)[N:6]([C:24]2[C:29]([CH3:30])=[CH:28][CH:27]=[CH:26][N:25]=2)[C:5]1=[O:32])[CH:2]=[CH2:3], predict the reactants needed to synthesize it. The reactants are: [CH2:1]([C@@:4]1([CH3:33])[CH2:9][C@H:8]([C:10]2[CH:15]=[CH:14][CH:13]=[C:12]([Cl:16])[CH:11]=2)[C@@H:7]([C:17]2[CH:22]=[CH:21][C:20]([Cl:23])=[CH:19][CH:18]=2)[N:6]([C:24]2[C:29]([CH3:30])=[CH:28][C:27](N)=[CH:26][N:25]=2)[C:5]1=[O:32])[CH:2]=[CH2:3].Cl.OO.N([O-])=O.[Na+]. (2) Given the product [Cl:1][C:2]1[C:9]([O:10][CH3:11])=[C:8]([OH:12])[C:7]([N+:13]([O-:15])=[O:14])=[CH:6][C:3]=1[OH:16], predict the reactants needed to synthesize it. The reactants are: [Cl:1][C:2]1[C:9]([O:10][CH3:11])=[C:8]([OH:12])[C:7]([N+:13]([O-:15])=[O:14])=[CH:6][C:3]=1C=O.[OH-:16].[Na+].O.OO. (3) The reactants are: [F:1][C:2]([F:12])([C:6]1[CH:11]=[CH:10][CH:9]=[CH:8][CH:7]=1)[C:3]([OH:5])=O.FF.C(Cl)(=O)C(Cl)=O.[N:21]([C@@H:24]1[CH2:29][CH2:28][NH:27][CH2:26][C@H:25]1[F:30])=[N+:22]=[N-:23].CCN(C(C)C)C(C)C. Given the product [N:21]([C@@H:24]1[CH2:29][CH2:28][N:27]([C:3](=[O:5])[C:2]([F:1])([F:12])[C:6]2[CH:11]=[CH:10][CH:9]=[CH:8][CH:7]=2)[CH2:26][C@H:25]1[F:30])=[N+:22]=[N-:23], predict the reactants needed to synthesize it.